This data is from Forward reaction prediction with 1.9M reactions from USPTO patents (1976-2016). The task is: Predict the product of the given reaction. (1) Given the reactants [N:1]([CH2:4][C@@H:5]([NH:10][C:11](=[O:17])[O:12][C:13]([CH3:16])([CH3:15])[CH3:14])[CH2:6][O:7][CH2:8][CH3:9])=[N+]=[N-], predict the reaction product. The product is: [NH2:1][CH2:4][C@@H:5]([NH:10][C:11](=[O:17])[O:12][C:13]([CH3:16])([CH3:15])[CH3:14])[CH2:6][O:7][CH2:8][CH3:9]. (2) The product is: [Cl:35][C:9]1[C:10]2=[N:16][N:15]([C:17]3[CH:22]=[CH:21][C:20]([Cl:23])=[CH:19][C:18]=3[Cl:24])[C:14]([C:25]3[CH:30]=[CH:29][C:28]([Cl:31])=[CH:27][CH:26]=3)=[C:11]2[CH:12]=[CH:13][N:8]=1. Given the reactants C([N:8]1[CH:13]=[CH:12][C:11]2=[C:14]([C:25]3[CH:30]=[CH:29][C:28]([Cl:31])=[CH:27][CH:26]=3)[N:15]([C:17]3[CH:22]=[CH:21][C:20]([Cl:23])=[CH:19][C:18]=3[Cl:24])[N:16]=[C:10]2[C:9]1=O)C1C=CC=CC=1.O=P(Cl)(Cl)[Cl:35], predict the reaction product.